From a dataset of Forward reaction prediction with 1.9M reactions from USPTO patents (1976-2016). Predict the product of the given reaction. Given the reactants [CH3:1][C:2]1[CH:10]=[CH:9][C:8]2[NH:7][C:6]3[CH:11]4[CH2:17][CH2:16][N:14]([CH2:15][C:5]=3[C:4]=2[CH:3]=1)[CH2:13][CH2:12]4.[C:18]([C:20]1[CH:21]=[CH:22][C:23]([CH3:26])=[N:24][CH:25]=1)#[CH:19], predict the reaction product. The product is: [CH3:1][C:2]1[CH:10]=[CH:9][C:8]2[N:7](/[CH:19]=[CH:18]/[C:20]3[CH:25]=[N:24][C:23]([CH3:26])=[CH:22][CH:21]=3)[C:6]3[CH:11]4[CH2:12][CH2:13][N:14]([CH2:15][C:5]=3[C:4]=2[CH:3]=1)[CH2:16][CH2:17]4.